Dataset: Full USPTO retrosynthesis dataset with 1.9M reactions from patents (1976-2016). Task: Predict the reactants needed to synthesize the given product. (1) Given the product [CH3:12][O:9][C:8](=[O:10])[C@H:3]([CH2:4][CH:5]([CH3:7])[CH3:6])[NH:2][CH3:1], predict the reactants needed to synthesize it. The reactants are: [CH3:1][NH:2][C@H:3]([C:8]([OH:10])=[O:9])[CH2:4][CH:5]([CH3:7])[CH3:6].O1CCOC[CH2:12]1.CO. (2) Given the product [CH3:26][C@:5]1([C:7]([O:9][C:10]([CH3:13])([CH3:12])[CH3:11])=[O:8])[CH2:6][C:2](=[O:1])[N:3]([C@@H:14]([C:16]2[CH:17]=[CH:18][CH:19]=[CH:20][CH:21]=2)[CH3:15])[CH2:4]1, predict the reactants needed to synthesize it. The reactants are: [O:1]=[C:2]1[CH2:6][CH:5]([C:7]([O:9][C:10]([CH3:13])([CH3:12])[CH3:11])=[O:8])[CH2:4][N:3]1[C@@H:14]([C:16]1[CH:21]=[CH:20][CH:19]=[CH:18][CH:17]=1)[CH3:15].IC.[H-].[Na+].[C:26](O)(=O)CC(CC(O)=O)(C(O)=O)O. (3) Given the product [CH2:1]([O:3][P:4]([CH2:9][CH2:10][C:11]1[CH:16]=[C:15]([Cl:17])[CH:14]=[CH:13][C:12]=1[OH:18])(=[O:8])[O:5][CH2:6][CH3:7])[CH3:2], predict the reactants needed to synthesize it. The reactants are: [CH2:1]([O:3][P:4]([CH:9]=[CH:10][C:11]1[CH:16]=[C:15]([Cl:17])[CH:14]=[CH:13][C:12]=1[OH:18])(=[O:8])[O:5][CH2:6][CH3:7])[CH3:2].C(=O)([O-])[O-].[Ca+2]. (4) Given the product [F:16][C:13]1[CH:14]=[C:15]2[C:10](=[C:11]([F:17])[CH:12]=1)[NH:9][CH:8]=[C:7]2[CH2:6][CH:5]([NH:18][C:19]([C:21]1[CH:22]=[C:23]([C:33]2[CH:38]=[CH:37][C:36]([C:39](=[O:42])[NH:40][CH3:41])=[C:35]([Cl:43])[CH:34]=2)[CH:24]=[C:25]2[C:30]=1[O:29][C:28]([CH3:32])([CH3:31])[CH:27]=[CH:26]2)=[O:20])[CH2:4][OH:3], predict the reactants needed to synthesize it. The reactants are: C([O:3][C:4](=O)[CH:5]([NH:18][C:19]([C:21]1[CH:22]=[C:23]([C:33]2[CH:38]=[CH:37][C:36]([C:39](=[O:42])[NH:40][CH3:41])=[C:35]([Cl:43])[CH:34]=2)[CH:24]=[C:25]2[C:30]=1[O:29][C:28]([CH3:32])([CH3:31])[CH:27]=[CH:26]2)=[O:20])[CH2:6][C:7]1[C:15]2[C:10](=[C:11]([F:17])[CH:12]=[C:13]([F:16])[CH:14]=2)[NH:9][CH:8]=1)C.[BH4-].[Li+]. (5) The reactants are: [C:1]1([CH:7]([C:40]2[CH:45]=[CH:44][CH:43]=[CH:42][CH:41]=2)[CH2:8][N:9]([CH2:28][C:29]2[CH:34]=[CH:33][CH:32]=[C:31]([C:35]([F:38])([F:37])[F:36])[C:30]=2[Cl:39])[CH2:10][CH2:11][CH2:12][O:13][C:14]2[C:15]([CH3:27])([CH3:26])[CH:16]([CH:20]([CH3:25])[C:21]([O:23]C)=[O:22])[CH:17]=[CH:18][CH:19]=2)[CH:6]=[CH:5][CH:4]=[CH:3][CH:2]=1.Cl. Given the product [C:1]1([CH:7]([C:40]2[CH:41]=[CH:42][CH:43]=[CH:44][CH:45]=2)[CH2:8][N:9]([CH2:28][C:29]2[CH:34]=[CH:33][CH:32]=[C:31]([C:35]([F:36])([F:37])[F:38])[C:30]=2[Cl:39])[CH2:10][CH2:11][CH2:12][O:13][C:14]2[C:15]([CH3:26])([CH3:27])[CH:16]([CH:20]([CH3:25])[C:21]([OH:23])=[O:22])[CH:17]=[CH:18][CH:19]=2)[CH:6]=[CH:5][CH:4]=[CH:3][CH:2]=1, predict the reactants needed to synthesize it. (6) Given the product [CH3:34][O:35][C:30]1[CH:31]=[C:32]2[C:27](=[CH:28][CH:29]=1)[NH:26][C:25](=[O:33])[C:24]2=[CH:23][C:19]1[CH:18]=[C:17]2[C:22]([C:14]([C:11]3[CH:12]=[N:13][C:8]([N:5]4[CH2:6][CH2:7][N:2]([CH3:1])[CH2:3][CH2:4]4)=[CH:9][CH:10]=3)=[N:15][NH:16]2)=[CH:21][CH:20]=1, predict the reactants needed to synthesize it. The reactants are: [CH3:1][N:2]1[CH2:7][CH2:6][N:5]([C:8]2[N:13]=[CH:12][C:11]([C:14]3[C:22]4[C:17](=[CH:18][C:19]([CH:23]=[C:24]5[C:32]6[C:27](=[CH:28][CH:29]=[CH:30][CH:31]=6)[NH:26][C:25]5=[O:33])=[CH:20][CH:21]=4)[NH:16][N:15]=3)=[CH:10][CH:9]=2)[CH2:4][CH2:3]1.[CH3:34][O:35]C1C=C2C(=CC=1)NC(=O)C2. (7) Given the product [CH3:1][C:2]1[CH:3]=[CH:4][C:5]([S:8]([O:11][CH2:12][CH:13]2[CH2:14][O:15][C:16]3[CH:22]=[CH:21][C:20]4[O:33][CH2:32][CH2:31][C:19]=4[C:17]=3[O:18]2)(=[O:10])=[O:9])=[CH:6][CH:7]=1, predict the reactants needed to synthesize it. The reactants are: [CH3:1][C:2]1[CH:7]=[CH:6][C:5]([S:8]([O:11][CH2:12][C@@H:13]2[O:18][C:17]3[C:19]([CH2:31][CH2:32][OH:33])=[C:20](OCC4C=CC=CC=4)[CH:21]=[CH:22][C:16]=3[O:15][CH2:14]2)(=[O:10])=[O:9])=[CH:4][CH:3]=1.[H][H].C1(P(C2C=CC=CC=2)C2C=CC=CC=2)C=CC=CC=1.CC(OC(/N=N/C(OC(C)C)=O)=O)C.